This data is from Reaction yield outcomes from USPTO patents with 853,638 reactions. The task is: Predict the reaction yield, written as a fraction of the theoretical maximum amount of product (1.0 means a 100% yield; for example, 0.34 means a 34% yield). (1) The yield is 0.820. The reactants are [F:1][C:2]1[CH:3]=[C:4]2[N:10]=[CH:9][N:8]([CH2:11][C:12]3[CH:22]=[CH:21][C:15]4[N:16]=[C:17]([S:19][CH3:20])[O:18][C:14]=4[CH:13]=3)[C:5]2=[N:6][CH:7]=1.ClC1C=CC=C(C(OO)=[O:31])C=1. The product is [F:1][C:2]1[CH:3]=[C:4]2[N:10]=[CH:9][N:8]([CH2:11][C:12]3[CH:22]=[CH:21][C:15]4[N:16]=[C:17]([S:19]([CH3:20])=[O:31])[O:18][C:14]=4[CH:13]=3)[C:5]2=[N:6][CH:7]=1. The catalyst is C(Cl)Cl. (2) The reactants are [Cl:1][C:2]1[CH:7]=[CH:6][C:5]([O:8][CH3:9])=[CH:4][C:3]=1[C:10]1[CH:20]=[C:19]([CH3:21])[C:13]2[N:14]=[C:15]([NH2:18])[N:16]=[N:17][C:12]=2[CH:11]=1.Br[C:23]1[CH:28]=[CH:27][C:26]([S:29][CH2:30][CH2:31][N:32]2[CH2:36][CH2:35][CH2:34][CH2:33]2)=[CH:25][CH:24]=1.C(=O)([O-])[O-].[Cs+].[Cs+].C1(P(C2C=CC=CC=2)C2C3OC4C(=CC=CC=4P(C4C=CC=CC=4)C4C=CC=CC=4)C(C)(C)C=3C=CC=2)C=CC=CC=1. The catalyst is [Pd].[Pd].C(=CC(C=CC1C=CC=CC=1)=O)C1C=CC=CC=1.C(=CC(C=CC1C=CC=CC=1)=O)C1C=CC=CC=1.C(=CC(C=CC1C=CC=CC=1)=O)C1C=CC=CC=1. The product is [Cl:1][C:2]1[CH:7]=[CH:6][C:5]([O:8][CH3:9])=[CH:4][C:3]=1[C:10]1[CH:20]=[C:19]([CH3:21])[C:13]2[N:14]=[C:15]([NH:18][C:23]3[CH:24]=[CH:25][C:26]([S:29][CH2:30][CH2:31][N:32]4[CH2:33][CH2:34][CH2:35][CH2:36]4)=[CH:27][CH:28]=3)[N:16]=[N:17][C:12]=2[CH:11]=1. The yield is 0.220.